Task: Predict the reaction yield, written as a fraction of the theoretical maximum amount of product (1.0 means a 100% yield; for example, 0.34 means a 34% yield).. Dataset: Reaction yield outcomes from USPTO patents with 853,638 reactions The reactants are Br[C:2]1[CH:3]=[C:4]2[C:8](=[C:9]([C:11]([NH2:13])=[O:12])[CH:10]=1)[NH:7][CH:6]=[C:5]2[CH:14]1[CH2:19][CH2:18][CH2:17][S:16](=[O:21])(=[O:20])[CH2:15]1.[S:22]1[CH:26]=[CH:25][C:24](B(O)O)=[CH:23]1.C(=O)([O-])[O-].[K+].[K+]. The catalyst is O1CCOCC1.O.C1C=CC(P(C2C=CC=CC=2)[C-]2C=CC=C2)=CC=1.C1C=CC(P(C2C=CC=CC=2)[C-]2C=CC=C2)=CC=1.Cl[Pd]Cl.[Fe+2]. The product is [O:20]=[S:16]1(=[O:21])[CH2:17][CH2:18][CH2:19][CH:14]([C:5]2[C:4]3[C:8](=[C:9]([C:11]([NH2:13])=[O:12])[CH:10]=[C:2]([C:24]4[CH:25]=[CH:26][S:22][CH:23]=4)[CH:3]=3)[NH:7][CH:6]=2)[CH2:15]1. The yield is 0.540.